From a dataset of TCR-epitope binding with 47,182 pairs between 192 epitopes and 23,139 TCRs. Binary Classification. Given a T-cell receptor sequence (or CDR3 region) and an epitope sequence, predict whether binding occurs between them. (1) The epitope is NLWNTFTRL. The TCR CDR3 sequence is CASSQDRAFSGNTIYF. Result: 0 (the TCR does not bind to the epitope). (2) The epitope is MPASWVMRI. The TCR CDR3 sequence is CASSQVLGASSYNEQFF. Result: 1 (the TCR binds to the epitope). (3) The epitope is VLAWLYAAV. The TCR CDR3 sequence is CASSLSGGGYNEQFF. Result: 1 (the TCR binds to the epitope).